This data is from Experimentally validated miRNA-target interactions with 360,000+ pairs, plus equal number of negative samples. The task is: Binary Classification. Given a miRNA mature sequence and a target amino acid sequence, predict their likelihood of interaction. (1) The miRNA is hsa-miR-6895-3p with sequence UGUCUCUCGCCCUUGGCCUUAG. The protein sequence of the target gene is MSACNTFTEHVWKPGECKNCFKPKSLHQLPPDPEKAPITHGNVKTNANHSNNHRIRNTGNFRPPVAKKPTIAVKPTMIVADGQSICGELSIQEHCENKPVIIGWNRNRAALSQKPLNNNNEDDEGISHVPKPYGNNDSAKKMSDNNNGLTEVLKEIAGLDTAPQIRGNETNSRETFLGRINDCYKRSLERKLPPSCMIGGIKETQGKHVILSGSTEVISNEGGRFCYPEFSSGEESEEDVLFSNMEEEHESWDESDEELLAMEIRMRGQPRFANFRANTLSPVRFFVDKKWNTIPLRNKS.... Result: 1 (interaction). (2) The miRNA is hsa-miR-6826-3p with sequence CUCCCCUCUCUUUCCUGUUCAG. The protein sequence of the target gene is MNMPQSLGTQPLPPEPPSLGTPIEGSGAIAPTEHCWPVRPTLRNELDTFSVHFYIFFGPSVALPPERPAVFALRLLPVLDSGGVLSLELQLNASSLRQENVTVFGCLTHEVPLSLGDAAVTCSKESLAGFLLSVSATSRVARLRIPFPQTGTWFLTLRSLCGVGPRFVRCRNATAEVRLRTFLSPCVDDCGPYGQCKLLRTHNYLYAACECKAGWRGWGCTDSADALTYGFQLLSTLLLCLSNLMFLPPVVLAIRSRYVLEAAVYTFTMFFSTFYHACDQPGIVVFCIMDYDVLQFCDFL.... Result: 0 (no interaction). (3) The miRNA is mmu-miR-217-5p with sequence UACUGCAUCAGGAACUGACUGGA. The protein sequence of the target gene is MWAAGRWGPTFPSSYAGFSADCRPRSRPSSDSCSVPMTGARGQGLEVVRSPSPPLPLSCSNSTRSLLSPLGHQSFQFDEDDGDGEDEEDVDDEEDVDEDAHDSEAKVASLRGMELQGCASTQVESENNQEEQKQVRLPESRLTPWEVWFIGKEKEERDRLQLKALEELNQQLEKRKEMEEREKRKIIAEEKHKEWVQKKNEQKRKEREQKINKEMEEKAAKELEKEYLQEKAKEKYQEWLKKKNAEECERKKKEKEKEKQQQAEIQEKKEIAEKKFQEWLENAKHKPRPAAKSYGYANGK.... Result: 0 (no interaction). (4) The miRNA is hsa-miR-192-3p with sequence CUGCCAAUUCCAUAGGUCACAG. The protein sequence of the target gene is MLGSGFKAERLRVNLRLVINRLKLLEKKKTELAQKARKEIADYLAAGKDERARIRVEHIIREDYLVEAMEILELYCDLLLARFGLIQSMKELDSGLAESVSTLIWAAPRLQSEVAELKIVADQLCAKYSKEYGKLCRTNQIGTVNDRLMHKLSVEAPPKILVERYLIEIAKNYNVPYEPDSVVMAEAPPGVETDLIDVGFTDDVKKGGPGRGGSGGFTAPVGGPDGTVPMPMPMPMPSANTPFSYPLPKGPSDFNGLPMGTYQAFPNIHPPQIPATPPSYESVDDINADKNISSAQIVGP.... Result: 1 (interaction). (5) The miRNA is mmu-miR-3087-3p with sequence UAACUCACUGUCAUGUCCUCA. The protein sequence of the target gene is MSLAGGRAPRKTAGNRLSGLLEAEEEDEFYQTTYGGFTEESGDDEYQGDQSDTEDEVDSDFDIDEGDEPSSDGEAEEPRRKRRVVTKAYKEPLKSLRPRKVSTPASSSQKAREEKTLLPLELQDDGSDSRKSMRQSTAEHTRQTFLRVQERQGQSRRRKGPHCERPLTQEELLREAKITEELNLRSLETYERLEADKKKQVHKKRKCPGPIITYHSVTVPLVGEPGPKEENVDVEGLDPAPTASALAPHAGTGTGAAAATPPAHCSRTFITFSDDATFEEWFPQGRPPKVPVREVCPVTH.... Result: 1 (interaction). (6) The miRNA is mmu-miR-615-5p with sequence GGGGGUCCCCGGUGCUCGGAUC. The protein sequence of the target gene is MWRGGRLGSRGVRLLETLGFGCPSAVAQPPRLTSRSAYSGTQLTRNLQIKPWELGEHGTMCFRSYRMALSCLSRVKTYRTPWKRLYSTSQTTVDSREVKNFQALAHTWWDEYGKFAPLHSMNDLRVPFIRDNLLKTSASHHPGKPLSGMKILDVGCGGGLLTEPLGRLGASVVGIDPVAENIKIAQHHKSFDPVLDKRIQYKVCSLEEAVDESAECFDAVVASEVVEHVSHLEMFIQCCYQVLKPGGSLFITTVNKTQLSYALGIVFAEQIAGIVPKGTHTWEKFVSPEKLESILEPNGL.... Result: 1 (interaction). (7) The miRNA is hsa-miR-335-5p with sequence UCAAGAGCAAUAACGAAAAAUGU. The protein sequence of the target gene is MATQVMGQSSGGGGLFTSSGNIGMALPNDMYDLHDLSKAELAAPQLIMLANVALTGEVNGSCCDYLVGEERQMAELMPVGDNNFSDSEEGEGLEESADIKGEPHGLENMELRSLELSVVEPQPVFEASGAPDIYSSNKDLPPETPGAEDKGKSSKTKPFRCKPCQYEAESEEQFVHHIRVHSAKKFFVEESAEKQAKARESGSSTAEEGDFSKGPIRCDRCGYNTNRYDHYTAHLKHHTRAGDNERVYKCIICTYTTVSEYHWRKHLRNHFPRKVYTCGKCNYFSDRKNNYVQHVRTHTG.... Result: 1 (interaction).